This data is from Peptide-MHC class II binding affinity with 134,281 pairs from IEDB. The task is: Regression. Given a peptide amino acid sequence and an MHC pseudo amino acid sequence, predict their binding affinity value. This is MHC class II binding data. The peptide sequence is AAGVAAWSLIALMIP. The MHC is DRB1_0401 with pseudo-sequence DRB1_0401. The binding affinity (normalized) is 0.